Dataset: Reaction yield outcomes from USPTO patents with 853,638 reactions. Task: Predict the reaction yield, written as a fraction of the theoretical maximum amount of product (1.0 means a 100% yield; for example, 0.34 means a 34% yield). (1) The reactants are Cl[C:2]1[C:7]([I:8])=[CH:6][N:5]=[CH:4][N:3]=1.[CH3:9][NH2:10]. No catalyst specified. The product is [I:8][C:7]1[C:2]([NH:10][CH3:9])=[N:3][CH:4]=[N:5][CH:6]=1. The yield is 0.780. (2) The reactants are N(C(OCC)=O)=NC(OCC)=O.[OH:13][C:14]1[CH:23]=[C:22]2[C:17]([C:18](=[O:32])[N:19]([CH2:24][O:25][C:26](=[O:31])[C:27]([CH3:30])([CH3:29])[CH3:28])[CH:20]=[N:21]2)=[CH:16][C:15]=1[O:33][CH3:34].[N:35]1([CH2:40][CH2:41]O)[CH:39]=[N:38][CH:37]=[N:36]1.C1(P(C2C=CC=CC=2)C2C=CC=CC=2)C=CC=CC=1. No catalyst specified. The product is [CH3:34][O:33][C:15]1[CH:16]=[C:17]2[C:22](=[CH:23][C:14]=1[O:13][CH2:41][CH2:40][N:35]1[CH:39]=[N:38][CH:37]=[N:36]1)[N:21]=[CH:20][N:19]([CH2:24][O:25][C:26](=[O:31])[C:27]([CH3:28])([CH3:29])[CH3:30])[C:18]2=[O:32]. The yield is 0.740. (3) The product is [F:12][C:13]1[CH:21]=[CH:20][CH:19]=[C:18]([NH:22][C:23]2[N:28]=[C:27]([NH:29][C:30]3[CH:38]=[C:37]4[C:33]([CH2:34][CH2:35][NH:36]4)=[CH:32][C:31]=3[O:49][CH3:50])[NH:26][C:25]3=[N:51][CH:52]=[CH:53][C:24]=23)[C:14]=1[C:15]([NH2:17])=[O:16]. The catalyst is C1COCC1. The yield is 0.330. The reactants are C1C2C(=CC=CC=2)C=CC=1.[Na].[F:12][C:13]1[CH:21]=[CH:20][CH:19]=[C:18]([NH:22][C:23]2[C:24]3[CH:53]=[CH:52][N:51](S(C4C=CC(C)=CC=4)(=O)=O)[C:25]=3[N:26]=[C:27]([NH:29][C:30]3[CH:38]=[C:37]4[C:33]([CH2:34][CH2:35][N:36]4S(C4C=CC(C)=CC=4)(=O)=O)=[CH:32][C:31]=3[O:49][CH3:50])[N:28]=2)[C:14]=1[C:15]([NH2:17])=[O:16].O. (4) The reactants are Cl[C:2]1[N:6]([CH3:7])[N:5]=[CH:4][C:3]=1[NH:8][C:9]([C:11]1[N:12]=[C:13]([C:24]2[C:29]([F:30])=[CH:28][CH:27]=[CH:26][C:25]=2[F:31])[S:14][C:15]=1[NH:16]C(=O)OC(C)(C)C)=[O:10].O.O.[F-].[K+].[O:36]1[CH2:41][CH:40]=[C:39](B2OC(C)(C)C(C)(C)O2)[CH2:38][CH2:37]1. The catalyst is C1COCC1.C1C=CC(/C=C/C(/C=C/C2C=CC=CC=2)=O)=CC=1.C1C=CC(/C=C/C(/C=C/C2C=CC=CC=2)=O)=CC=1.C1C=CC(/C=C/C(/C=C/C2C=CC=CC=2)=O)=CC=1.[Pd].[Pd].F[B-](F)(F)F.C([PH+](C(C)(C)C)C(C)(C)C)(C)(C)C. The product is [NH2:16][C:15]1[S:14][C:13]([C:24]2[C:29]([F:30])=[CH:28][CH:27]=[CH:26][C:25]=2[F:31])=[N:12][C:11]=1[C:9]([NH:8][C:3]1[CH:4]=[N:5][N:6]([CH3:7])[C:2]=1[C:39]1[CH2:40][CH2:41][O:36][CH2:37][CH:38]=1)=[O:10]. The yield is 0.170. (5) The reactants are [CH3:1][C:2]([C:6]1[CH:11]=[C:10](B2OC(C)(C)C(C)(C)O2)[CH:9]=[CH:8][N:7]=1)([CH3:5])[C:3]#[N:4].[NH2:21][C:22]1[C:23]([C:29]2[O:33][C:32]([C:34]3[CH:39]=[CH:38][C:37]([CH2:40][N:41]([CH3:49])[C:42](=[O:48])[O:43][C:44]([CH3:47])([CH3:46])[CH3:45])=[CH:36][CH:35]=3)=[N:31][N:30]=2)=[N:24][C:25](Br)=[CH:26][N:27]=1.C(=O)([O-])[O-].[Na+].[Na+]. The catalyst is O1CCOCC1.C1C=CC([P]([Pd]([P](C2C=CC=CC=2)(C2C=CC=CC=2)C2C=CC=CC=2)([P](C2C=CC=CC=2)(C2C=CC=CC=2)C2C=CC=CC=2)[P](C2C=CC=CC=2)(C2C=CC=CC=2)C2C=CC=CC=2)(C2C=CC=CC=2)C2C=CC=CC=2)=CC=1. The product is [NH2:21][C:22]1[C:23]([C:29]2[O:33][C:32]([C:34]3[CH:35]=[CH:36][C:37]([CH2:40][N:41]([CH3:49])[C:42](=[O:48])[O:43][C:44]([CH3:45])([CH3:46])[CH3:47])=[CH:38][CH:39]=3)=[N:31][N:30]=2)=[N:24][C:25]([C:10]2[CH:9]=[CH:8][N:7]=[C:6]([C:2]([C:3]#[N:4])([CH3:1])[CH3:5])[CH:11]=2)=[CH:26][N:27]=1. The yield is 1.00. (6) The reactants are [CH3:1][C:2]1[C:3]([C:11]2[S:15][C:14]([C:16]([OH:18])=O)=[CH:13][CH:12]=2)=[N:4][O:5][C:6]=1[C:7]([F:10])([F:9])[F:8].[Cl:19][C:20]1[CH:26]=[CH:25][CH:24]=[CH:23][C:21]=1[NH2:22]. No catalyst specified. The product is [Cl:19][C:20]1[CH:26]=[CH:25][CH:24]=[CH:23][C:21]=1[NH:22][C:16]([C:14]1[S:15][C:11]([C:3]2[C:2]([CH3:1])=[C:6]([C:7]([F:8])([F:9])[F:10])[O:5][N:4]=2)=[CH:12][CH:13]=1)=[O:18]. The yield is 0.430. (7) The yield is 0.990. The reactants are [CH:1]([N:14]1[C:22]2[C:17](=[CH:18][C:19]([Cl:23])=[CH:20][CH:21]=2)[C:16]([CH2:24][CH2:25][S:26]([C:29]2[CH:34]=[CH:33][C:32]([C:35]3[CH:36]=[C:37]([CH:42]=[CH:43][CH:44]=3)[C:38]([O:40][CH3:41])=[O:39])=[CH:31][CH:30]=2)(=[O:28])=[O:27])=[C:15]1[CH2:45][CH2:46]OS(C)(=O)=O)([C:8]1[CH:13]=[CH:12][CH:11]=[CH:10][CH:9]=1)[C:2]1[CH:7]=[CH:6][CH:5]=[CH:4][CH:3]=1.[N-:52]=[N+:53]=[N-:54].[Na+].CN(C=O)C. The product is [N:52]([CH2:46][CH2:45][C:15]1[N:14]([CH:1]([C:2]2[CH:7]=[CH:6][CH:5]=[CH:4][CH:3]=2)[C:8]2[CH:13]=[CH:12][CH:11]=[CH:10][CH:9]=2)[C:22]2[C:17]([C:16]=1[CH2:24][CH2:25][S:26]([C:29]1[CH:34]=[CH:33][C:32]([C:35]3[CH:36]=[C:37]([CH:42]=[CH:43][CH:44]=3)[C:38]([O:40][CH3:41])=[O:39])=[CH:31][CH:30]=1)(=[O:28])=[O:27])=[CH:18][C:19]([Cl:23])=[CH:20][CH:21]=2)=[N+:53]=[N-:54]. The catalyst is O. (8) The reactants are FC(F)(F)C(O)=O.[CH2:8]([NH:10][C:11](=[O:45])[NH:12][C:13]1[CH:18]=[CH:17][C:16]([O:19][C:20]2[CH:25]=[CH:24][N:23]=[C:22]3[N:26](CC4C=CC(OC)=CC=4)[N:27]=[C:28]([NH:29][C@@H:30]4[CH2:35][CH2:34][CH2:33][NH:32][CH2:31]4)[C:21]=23)=[CH:15][CH:14]=1)[CH3:9].N. The catalyst is C(O)(C(F)(F)F)=O.CO. The product is [CH2:8]([NH:10][C:11](=[O:45])[NH:12][C:13]1[CH:18]=[CH:17][C:16]([O:19][C:20]2[CH:25]=[CH:24][N:23]=[C:22]3[NH:26][N:27]=[C:28]([NH:29][C@@H:30]4[CH2:35][CH2:34][CH2:33][NH:32][CH2:31]4)[C:21]=23)=[CH:15][CH:14]=1)[CH3:9]. The yield is 0.990. (9) The reactants are [F:1][C:2]1[C:7]([F:8])=[CH:6][CH:5]=[CH:4][C:3]=1[C@@H:9]1[CH2:19][C@@H:18]([OH:20])[C@@H:17]([OH:21])[C:12]2=[N:13][CH:14]=[CH:15][CH:16]=[C:11]2[CH2:10]1.N1([C:27]([N:29]2[CH2:34][CH2:33][CH:32]([N:35]3[C:43]4[C:38](=[N:39][CH:40]=[CH:41][CH:42]=4)[NH:37][C:36]3=[O:44])[CH2:31][CH2:30]2)=[O:28])C=CN=C1.CC(C)([O-])C.[K+]. The catalyst is O1CCCC1. The product is [O:44]=[C:36]1[NH:37][C:38]2=[N:39][CH:40]=[CH:41][CH:42]=[C:43]2[N:35]1[CH:32]1[CH2:31][CH2:30][N:29]([C:27]([O:21][C@H:17]2[C:12]3=[N:13][CH:14]=[CH:15][CH:16]=[C:11]3[CH2:10][C@H:9]([C:3]3[CH:4]=[CH:5][CH:6]=[C:7]([F:8])[C:2]=3[F:1])[CH2:19][C@H:18]2[OH:20])=[O:28])[CH2:34][CH2:33]1. The yield is 0.140. (10) The reactants are [Br:1][C:2]1[CH:3]=[C:4]([CH:7]=[C:8]([B:10]2[O:14]C(C)(C)C(C)(C)[O:11]2)[CH:9]=1)[C:5]#[N:6].Cl. No catalyst specified. The product is [Br:1][C:2]1[CH:9]=[C:8]([B:10]([OH:14])[OH:11])[CH:7]=[C:4]([C:5]#[N:6])[CH:3]=1. The yield is 0.680.